From a dataset of Forward reaction prediction with 1.9M reactions from USPTO patents (1976-2016). Predict the product of the given reaction. (1) Given the reactants [Cl:1][C:2]1[CH:3]=[N:4][CH:5]=[C:6]([Cl:20])[C:7]=1[S:8][C:9]1[S:13][C:12]([C:14](Cl)=[O:15])=[CH:11][C:10]=1[N+:17]([O-:19])=[O:18].[CH3:21][S:22][C:23]1[CH:30]=[CH:29][C:26]([CH2:27][NH2:28])=[CH:25][CH:24]=1, predict the reaction product. The product is: [Cl:1][C:2]1[CH:3]=[N:4][CH:5]=[C:6]([Cl:20])[C:7]=1[S:8][C:9]1[S:13][C:12]([C:14]([NH:28][CH2:27][C:26]2[CH:29]=[CH:30][C:23]([S:22][CH3:21])=[CH:24][CH:25]=2)=[O:15])=[CH:11][C:10]=1[N+:17]([O-:19])=[O:18]. (2) Given the reactants [Cl:1][C:2]1[C:7]([F:8])=[CH:6][C:5]([C:9]2[C:14]([C:15](O)=[O:16])=[CH:13][N:12]=[CH:11][CH:10]=2)=[C:4]([F:18])[CH:3]=1.S(Cl)(Cl)=O.Cl.CN.C[CH2:27][N:28](C(C)C)C(C)C, predict the reaction product. The product is: [Cl:1][C:2]1[C:7]([F:8])=[CH:6][C:5]([C:9]2[C:14]([C:15]([NH:28][CH3:27])=[O:16])=[CH:13][N:12]=[CH:11][CH:10]=2)=[C:4]([F:18])[CH:3]=1.